Task: Predict the product of the given reaction.. Dataset: Forward reaction prediction with 1.9M reactions from USPTO patents (1976-2016) (1) Given the reactants [Cl:1][C:2]1[CH:7]=[C:6](F)[C:5]([N+:9]([O-:11])=[O:10])=[CH:4][C:3]=1[CH3:12].C(N(C(C)C)CC)(C)C.Cl.Cl.[CH2:24]([O:26][C@H:27]1[CH2:32][CH2:31][C@H:30]([N:33]2[CH2:38][CH2:37][CH:36]([NH2:39])[CH2:35][CH2:34]2)[CH2:29][CH2:28]1)[CH3:25], predict the reaction product. The product is: [Cl:1][C:2]1[C:3]([CH3:12])=[CH:4][C:5]([N+:9]([O-:11])=[O:10])=[C:6]([NH:39][CH:36]2[CH2:35][CH2:34][N:33]([C@H:30]3[CH2:31][CH2:32][C@H:27]([O:26][CH2:24][CH3:25])[CH2:28][CH2:29]3)[CH2:38][CH2:37]2)[CH:7]=1. (2) Given the reactants [F:1][C:2]1[CH:7]=[CH:6][C:5](/[CH:8]=[CH:9]/[C:10]2[CH:15]=[CH:14][C:13]([S:16]([C:19]3[N:27]=[CH:26][CH:25]=[CH:24][C:20]=3[C:21]([OH:23])=[O:22])(=[O:18])=[O:17])=[CH:12][CH:11]=2)=[CH:4][CH:3]=1.[C:28](Cl)(=O)[C:29](Cl)=O.C1(C)C=CC=CC=1, predict the reaction product. The product is: [F:1][C:2]1[CH:7]=[CH:6][C:5](/[CH:8]=[CH:9]/[C:10]2[CH:11]=[CH:12][C:13]([S:16]([C:19]3[N:27]=[CH:26][CH:25]=[CH:24][C:20]=3[C:21]([O:23][CH2:28][CH3:29])=[O:22])(=[O:17])=[O:18])=[CH:14][CH:15]=2)=[CH:4][CH:3]=1. (3) Given the reactants [Cl:1][C:2]1[CH:7]=[CH:6][C:5]([C:8]2[S:12][C:11]([C:13]([O:15]C)=O)=[C:10](/[N:17]=[CH:18]/[N:19]([CH3:21])C)[CH:9]=2)=[CH:4][CH:3]=1.[CH3:22][N:23]1[CH2:27][CH2:26][CH:25]([CH2:28][O:29][C:30]2[CH:31]=[C:32](CN)[CH:33]=[CH:34][CH:35]=2)[CH2:24]1, predict the reaction product. The product is: [Cl:1][C:2]1[CH:3]=[CH:4][C:5]([C:8]2[S:12][C:11]3[C:13](=[O:15])[N:19]([CH2:21][C:34]4[CH:33]=[CH:32][CH:31]=[C:30]([O:29][CH2:28][CH:25]5[CH2:26][CH2:27][N:23]([CH3:22])[CH2:24]5)[CH:35]=4)[CH:18]=[N:17][C:10]=3[CH:9]=2)=[CH:6][CH:7]=1. (4) Given the reactants [Br:1][C:2]1[CH:7]=[C:6]([O:8][CH3:9])[C:5]([CH:10]2[C:16](=[O:17])[CH:15]3[CH2:18][CH:12]([CH2:13][CH2:14]3)[C:11]2=[O:19])=[C:4]([F:20])[CH:3]=1.[C:21](=O)([O-])[O-].[K+].[K+].IC.O, predict the reaction product. The product is: [Br:1][C:2]1[CH:7]=[C:6]([O:8][CH3:9])[C:5]([C:10]2[C:16](=[O:17])[CH:15]3[CH2:18][CH:12]([CH2:13][CH2:14]3)[C:11]=2[O:19][CH3:21])=[C:4]([F:20])[CH:3]=1. (5) Given the reactants [CH3:1][N:2]([CH3:29])[C:3]1([C:22]2[CH:27]=[CH:26][CH:25]=[C:24]([F:28])[CH:23]=2)[CH2:8][CH2:7][C:6](=[CH:9][C:10]([NH:12][CH2:13][CH2:14][CH2:15][C:16]2[CH:21]=[CH:20][CH:19]=[CH:18][CH:17]=2)=[O:11])[CH2:5][CH2:4]1.C[Si](C)(C)[Cl:32], predict the reaction product. The product is: [ClH:32].[CH3:29][N:2]([CH3:1])[C:3]1([C:22]2[CH:27]=[CH:26][CH:25]=[C:24]([F:28])[CH:23]=2)[CH2:8][CH2:7][C:6](=[CH:9][C:10]([NH:12][CH2:13][CH2:14][CH2:15][C:16]2[CH:17]=[CH:18][CH:19]=[CH:20][CH:21]=2)=[O:11])[CH2:5][CH2:4]1. (6) Given the reactants [SH2:1].[Na].Cl[C:4]1[CH:17]=[CH:16][C:7]([C:8]([C:10]2[CH:15]=[CH:14][N:13]=[CH:12][CH:11]=2)=[O:9])=[CH:6][CH:5]=1.O, predict the reaction product. The product is: [SH:1][C:4]1[CH:17]=[CH:16][C:7]([C:8]([C:10]2[CH:15]=[CH:14][N:13]=[CH:12][CH:11]=2)=[O:9])=[CH:6][CH:5]=1. (7) Given the reactants [NH2:1][C:2]1[CH:3]=[C:4]([CH3:18])[C:5]([N:8]2[CH2:13][CH2:12][CH:11]([C:14]([O:16][CH3:17])=[O:15])[CH2:10][CH2:9]2)=[N:6][CH:7]=1.Cl[C:20](=[O:25])[C:21]([O:23][CH3:24])=[O:22].N1C=CC=CC=1, predict the reaction product. The product is: [CH3:24][O:23][C:21](=[O:22])[C:20]([NH:1][C:2]1[CH:3]=[C:4]([CH3:18])[C:5]([N:8]2[CH2:13][CH2:12][CH:11]([C:14]([O:16][CH3:17])=[O:15])[CH2:10][CH2:9]2)=[N:6][CH:7]=1)=[O:25]. (8) Given the reactants C(OC([N:8]1[C:16]2[C:11](=[CH:12][CH:13]=[CH:14][CH:15]=2)[CH:10]=[C:9]1[C:17]1[CH:22]=[C:21]([C:23]2[CH:24]=[N:25][N:26]([CH3:28])[CH:27]=2)[N:20]=[N:19][C:18]=1[O:29]C)=O)(C)(C)C.[OH-].[Na+].Cl, predict the reaction product. The product is: [NH:8]1[C:16]2[C:11](=[CH:12][CH:13]=[CH:14][CH:15]=2)[CH:10]=[C:9]1[C:17]1[C:18](=[O:29])[NH:19][N:20]=[C:21]([C:23]2[CH:24]=[N:25][N:26]([CH3:28])[CH:27]=2)[CH:22]=1. (9) Given the reactants [NH2:1][C:2]1[CH:3]=[CH:4][C:5]([Cl:18])=[C:6]([CH:17]=1)[C:7]([NH:9][CH2:10][CH2:11][C:12]([O:14]CC)=[O:13])=[O:8].[C:19](N1C=CN=C1)(N1C=CN=C1)=[S:20].[N:31](=[C:33]([C:35]1[C:39]([OH:40])=[C:38]([C:41]2[CH:46]=[CH:45][C:44]([C:47]([F:50])([F:49])[F:48])=[CH:43][CH:42]=2)[N:37]([CH3:51])[N:36]=1)[CH3:34])[NH2:32].[OH-].[Na+], predict the reaction product. The product is: [Cl:18][C:5]1[CH:4]=[CH:3][C:2]([NH:1][C:19]([NH:32][N:31]=[C:33]([C:35]2[C:39]([OH:40])=[C:38]([C:41]3[CH:42]=[CH:43][C:44]([C:47]([F:50])([F:49])[F:48])=[CH:45][CH:46]=3)[N:37]([CH3:51])[N:36]=2)[CH3:34])=[S:20])=[CH:17][C:6]=1[C:7]([NH:9][CH2:10][CH2:11][C:12]([OH:14])=[O:13])=[O:8]. (10) The product is: [CH3:1][C:2]1([CH3:13])[CH2:3][C:4]2[N:17]=[CH:14][CH:15]=[CH:16][C:5]=2[C:6]2[CH:7]=[CH:8][CH:9]=[CH:10][C:11]1=2. Given the reactants [CH3:1][C:2]1([CH3:13])[C:11]2[C:6](=[CH:7][CH:8]=[CH:9][CH:10]=2)[CH2:5][C:4](=O)[CH2:3]1.[CH2:14]([NH2:17])[C:15]#[CH:16], predict the reaction product.